From a dataset of Reaction yield outcomes from USPTO patents with 853,638 reactions. Predict the reaction yield, written as a fraction of the theoretical maximum amount of product (1.0 means a 100% yield; for example, 0.34 means a 34% yield). (1) The reactants are [Cl:1][C:2]1[CH:3]=[C:4]2[C:8](=[C:9]([NH:11][CH:12]3[CH2:16][CH2:15][CH2:14][CH2:13]3)[CH:10]=1)[NH:7][C:6]([C@H:17]1[CH2:21][O:20]C(C)(C)[NH:18]1)=[CH:5]2.C(O)(C(F)(F)F)=O. The catalyst is CO. The product is [NH2:18][C@@H:17]([C:6]1[NH:7][C:8]2[C:4]([CH:5]=1)=[CH:3][C:2]([Cl:1])=[CH:10][C:9]=2[NH:11][CH:12]1[CH2:16][CH2:15][CH2:14][CH2:13]1)[CH2:21][OH:20]. The yield is 0.570. (2) The reactants are [C:1]12([C:11]3[CH:30]=[CH:29][C:14]([O:15][CH2:16][C:17]4[NH:21][C:20]5[CH:22]=[CH:23][C:24]([C:26]([OH:28])=O)=[CH:25][C:19]=5[N:18]=4)=[CH:13][CH:12]=3)[CH2:10][CH:5]3[CH2:6][CH:7]([CH2:9][CH:3]([CH2:4]3)[CH2:2]1)[CH2:8]2.[CH2:31]([NH2:37])[C:32]1[O:36][CH:35]=[CH:34][CH:33]=1.C1CN([P+](ON2N=NC3C=CC=CC2=3)(N2CCCC2)N2CCCC2)CC1.F[P-](F)(F)(F)(F)F.O. The catalyst is CN(C1C=CN=CC=1)C.CN(C=O)C. The product is [O:36]1[CH:35]=[CH:34][CH:33]=[C:32]1[CH2:31][NH:37][C:26]([C:24]1[CH:23]=[CH:22][C:20]2[NH:21][C:17]([CH2:16][O:15][C:14]3[CH:29]=[CH:30][C:11]([C:1]45[CH2:10][CH:5]6[CH2:6][CH:7]([CH2:9][CH:3]([CH2:4]6)[CH2:2]4)[CH2:8]5)=[CH:12][CH:13]=3)=[N:18][C:19]=2[CH:25]=1)=[O:28]. The yield is 0.720. (3) The reactants are [Cl:1][C:2]1[CH:3]=[C:4]([CH:7]=[CH:8][CH:9]=1)[CH:5]=O.Cl.[NH2:11][OH:12].C([O-])(=O)C.[Na+]. The catalyst is C(O)C. The product is [Cl:1][C:2]1[CH:3]=[C:4]([CH:7]=[CH:8][CH:9]=1)/[CH:5]=[N:11]\[OH:12]. The yield is 0.980. (4) The reactants are [N+]([O-])([O-])=O.[Ce+4].[NH4+].[N+]([O-])([O-])=O.[N+]([O-])([O-])=O.[N+]([O-])([O-])=O.[N+]([O-])([O-])=O.[CH2:23]([C:30]1[N:31]([CH2:51][C:52]2[CH:57]=[CH:56][C:55]([C:58]3[CH:63]=[CH:62][CH:61]=[CH:60][CH:59]=3)=[CH:54][CH:53]=2)[N:32]=[C:33]2[C:38]=1[C:37](=[O:39])[N:36]([CH3:40])[C:35](=[O:41])[N:34]2CC1C=CC(OC)=CC=1)[C:24]1[CH:29]=[CH:28][CH:27]=[CH:26][CH:25]=1.O=[N+]([O-])[O-].[O-][N+](=O)[O-].[O-][N+](=O)[O-].[O-][N+](=O)[O-].[O-][N+](=O)[O-].[O-][N+](=O)[O-].[Ce+4].[NH4+].[NH4+]. The catalyst is O.C1COCC1. The product is [CH2:23]([C:30]1[N:31]([CH2:51][C:52]2[CH:53]=[CH:54][C:55]([C:58]3[CH:63]=[CH:62][CH:61]=[CH:60][CH:59]=3)=[CH:56][CH:57]=2)[N:32]=[C:33]2[C:38]=1[C:37](=[O:39])[N:36]([CH3:40])[C:35](=[O:41])[NH:34]2)[C:24]1[CH:25]=[CH:26][CH:27]=[CH:28][CH:29]=1. The yield is 0.369.